From a dataset of Full USPTO retrosynthesis dataset with 1.9M reactions from patents (1976-2016). Predict the reactants needed to synthesize the given product. (1) The reactants are: Br[C:2]1[N:7]=[C:6]([CH3:8])[NH:5][C:4](=[O:9])[C:3]=1[N+:10]([O-:12])=[O:11].[OH:13][C:14]1([C:20]2[CH:25]=[CH:24][CH:23]=[CH:22][CH:21]=2)[CH2:19][CH2:18][NH:17][CH2:16][CH2:15]1.C(=O)([O-])[O-].[K+].[K+]. Given the product [OH:13][C:14]1([C:20]2[CH:25]=[CH:24][CH:23]=[CH:22][CH:21]=2)[CH2:19][CH2:18][N:17]([C:2]2[N:7]=[C:6]([CH3:8])[NH:5][C:4](=[O:9])[C:3]=2[N+:10]([O-:12])=[O:11])[CH2:16][CH2:15]1, predict the reactants needed to synthesize it. (2) The reactants are: C([O:3][C:4](=[O:29])[CH2:5][C:6]1([C:23]2[CH:28]=[CH:27][CH:26]=[CH:25][CH:24]=2)[C:14]2[C:9](=[CH:10][CH:11]=[C:12]([C:15]3[C:16]([CH3:21])=[N:17][O:18][C:19]=3[CH3:20])[CH:13]=2)[NH:8][C:7]1=[O:22])C.O[Li].O.Cl. Given the product [CH3:21][C:16]1[C:15]([C:12]2[CH:13]=[C:14]3[C:9](=[CH:10][CH:11]=2)[NH:8][C:7](=[O:22])[C:6]3([CH2:5][C:4]([OH:29])=[O:3])[C:23]2[CH:28]=[CH:27][CH:26]=[CH:25][CH:24]=2)=[C:19]([CH3:20])[O:18][N:17]=1, predict the reactants needed to synthesize it. (3) Given the product [C:29]([O:28][C:26]([NH:25][CH:15]1[C:14](=[O:33])[N:13]2[CH:9]([CH2:10][CH:11]([O:34][C:35]3[C:44]4[C:39](=[CH:40][C:41]([O:45][CH3:46])=[CH:42][CH:43]=4)[CH:38]=[CH:37][N:36]=3)[CH2:12]2)[C:8](=[O:47])[NH:7][C:6]2([C:4]([OH:5])=[O:3])[CH:23]([CH2:24]2)[CH:22]=[CH:21][CH2:20][O:19][CH2:18][CH2:17][CH2:16]1)=[O:27])([CH3:32])([CH3:30])[CH3:31], predict the reactants needed to synthesize it. The reactants are: C([O:3][C:4]([C:6]12[CH2:24][CH:23]1[CH:22]=[CH:21][CH2:20][O:19][CH2:18][CH2:17][CH2:16][CH:15]([NH:25][C:26]([O:28][C:29]([CH3:32])([CH3:31])[CH3:30])=[O:27])[C:14](=[O:33])[N:13]1[CH:9]([CH2:10][CH:11]([O:34][C:35]3[C:44]4[C:39](=[CH:40][C:41]([O:45][CH3:46])=[CH:42][CH:43]=4)[CH:38]=[CH:37][N:36]=3)[CH2:12]1)[C:8](=[O:47])[NH:7]2)=[O:5])C.O.CO.[OH-].[Li+]. (4) Given the product [CH3:7][C:8]1[CH:9]=[C:10]([CH2:11][OH:12])[CH:14]=[CH:15][C:16]=1[C:17]1[CH:22]=[CH:21][CH:20]=[CH:19][CH:18]=1, predict the reactants needed to synthesize it. The reactants are: [H-].[H-].[H-].[H-].[Li+].[Al+3].[CH3:7][C:8]1[CH:9]=[C:10]([CH:14]=[CH:15][C:16]=1[C:17]1[CH:22]=[CH:21][CH:20]=[CH:19][CH:18]=1)[C:11](O)=[O:12].O.[OH-].[K+]. (5) Given the product [CH3:1][N:2]([CH3:36])[CH2:3][CH2:4][NH:5][C:6]([NH:8][C:9]1[CH:10]=[CH:11][C:12]([C:15]2[N:16]=[C:17]([N:30]3[CH2:35][CH2:34][O:33][CH2:32][CH2:31]3)[C:18]3[N:23]=[N:22][N:21]([CH:24]4[CH2:29][CH2:28][N:27]([CH2:47][C:46]5[CH:45]=[CH:44][C:43]([C:40]6[CH:41]=[CH:42][N:37]=[CH:38][CH:39]=6)=[CH:50][CH:49]=5)[CH2:26][CH2:25]4)[C:19]=3[N:20]=2)=[CH:13][CH:14]=1)=[O:7], predict the reactants needed to synthesize it. The reactants are: [CH3:1][N:2]([CH3:36])[CH2:3][CH2:4][NH:5][C:6]([NH:8][C:9]1[CH:14]=[CH:13][C:12]([C:15]2[N:16]=[C:17]([N:30]3[CH2:35][CH2:34][O:33][CH2:32][CH2:31]3)[C:18]3[N:23]=[N:22][N:21]([CH:24]4[CH2:29][CH2:28][NH:27][CH2:26][CH2:25]4)[C:19]=3[N:20]=2)=[CH:11][CH:10]=1)=[O:7].[N:37]1[CH:42]=[CH:41][C:40]([C:43]2[CH:50]=[CH:49][C:46]([CH:47]=O)=[CH:45][CH:44]=2)=[CH:39][CH:38]=1.[BH-](OC(C)=O)(OC(C)=O)OC(C)=O.[Na+].CC(O)=O.